The task is: Predict the product of the given reaction.. This data is from Forward reaction prediction with 1.9M reactions from USPTO patents (1976-2016). (1) The product is: [C:8]([C:7]1[CH:10]=[C:11]([C:14]2[S:15][C:16]([C:19]3[C:20]([CH3:29])=[C:21]4[C:26](=[CH:27][CH:28]=3)[CH2:25][N:24]([CH2:32][CH2:31][C:30]([O:34][CH2:35][CH3:36])=[O:33])[CH2:23][CH2:22]4)=[N:17][N:18]=2)[CH:12]=[CH:13][C:6]=1[O:5][CH:3]([CH3:2])[CH3:4])#[N:9]. Given the reactants Cl.[CH3:2][CH:3]([O:5][C:6]1[CH:13]=[CH:12][C:11]([C:14]2[S:15][C:16]([C:19]3[C:20]([CH3:29])=[C:21]4[C:26](=[CH:27][CH:28]=3)[CH2:25][NH:24][CH2:23][CH2:22]4)=[N:17][N:18]=2)=[CH:10][C:7]=1[C:8]#[N:9])[CH3:4].[C:30]([O:34][CH2:35][CH3:36])(=[O:33])[CH:31]=[CH2:32].C1CCN2C(=NCCC2)CC1, predict the reaction product. (2) Given the reactants CC1(C)O[C:6](=[O:8])[C:5](=[CH:9][NH:10][C:11]2[S:12][CH:13]=[C:14]([C:16]3[CH:21]=[CH:20][CH:19]=[C:18]([O:22][CH3:23])[CH:17]=3)[CH:15]=2)C(=O)O1.C1(OC2C=CC=CC=2)C=CC=CC=1, predict the reaction product. The product is: [CH3:23][O:22][C:18]1[CH:17]=[C:16]([C:14]2[C:15]3[C:6](=[O:8])[CH:5]=[CH:9][NH:10][C:11]=3[S:12][CH:13]=2)[CH:21]=[CH:20][CH:19]=1. (3) Given the reactants [H-].[Na+].[NH:3]1[C:11]2[CH2:10][CH2:9][CH2:8][C:7](=[O:12])[C:6]=2[CH:5]=[CH:4]1.[H][H].Cl[CH2:16][CH2:17][N:18]1[CH2:23][CH2:22][N:21]([C:24]2[CH:29]=[CH:28][CH:27]=[C:26]([C:30]([F:33])([F:32])[F:31])[CH:25]=2)[CH2:20][CH2:19]1.Cl, predict the reaction product. The product is: [F:33][C:30]([F:31])([F:32])[C:26]1[CH:25]=[C:24]([N:21]2[CH2:20][CH2:19][N:18]([CH2:17][CH2:16][N:3]3[C:11]4[CH2:10][CH2:9][CH2:8][C:7](=[O:12])[C:6]=4[CH:5]=[CH:4]3)[CH2:23][CH2:22]2)[CH:29]=[CH:28][CH:27]=1. (4) Given the reactants C[C:2]1([CH3:9])[O:6][C@H:5]([CH2:7][OH:8])[CH2:4][O:3]1.[OH-].[K+].Br[CH2:13][CH2:14][CH2:15][CH2:16][CH2:17][CH2:18][CH2:19][CH2:20][CH2:21][CH2:22][CH2:23][CH2:24][CH2:25][CH2:26][CH2:27][CH2:28]CC.O, predict the reaction product. The product is: [CH2:2]([O:3][CH2:4][C@H:5]([CH2:7][OH:8])[OH:6])[CH2:9][CH2:28][CH2:27][CH2:26][CH2:25][CH2:24][CH2:23][CH2:22][CH2:21][CH2:20][CH2:19][CH2:18][CH2:17][CH2:16][CH2:15][CH2:14][CH3:13].